From a dataset of Full USPTO retrosynthesis dataset with 1.9M reactions from patents (1976-2016). Predict the reactants needed to synthesize the given product. (1) The reactants are: [CH3:1][O:2][C:3]1[C:8]([C:9]([OH:11])=O)=[CH:7][C:6]([C:12]([NH2:14])=[O:13])=[CH:5][CH:4]=1.[NH2:15][C:16]1[CH:17]=[C:18]2[C:22](=[CH:23][CH:24]=1)[NH:21][CH:20]=[CH:19]2. Given the product [NH:21]1[C:22]2[C:18](=[CH:17][C:16]([NH:15][C:9](=[O:11])[C:8]3[CH:7]=[C:6]([CH:5]=[CH:4][C:3]=3[O:2][CH3:1])[C:12]([NH2:14])=[O:13])=[CH:24][CH:23]=2)[CH:19]=[CH:20]1, predict the reactants needed to synthesize it. (2) Given the product [F:32][C:31]([F:34])([F:33])[S:28]([O:20][C:9]1[CH:10]=[CH:11][C:12]([N:14]2[CH2:18][CH2:17][CH2:16][C:15]2=[O:19])=[CH:13][C:8]=1[CH2:1][C:2]1[CH:3]=[CH:4][CH:5]=[CH:6][CH:7]=1)(=[O:30])=[O:29], predict the reactants needed to synthesize it. The reactants are: [CH2:1]([C:8]1[CH:13]=[C:12]([N:14]2[CH2:18][CH2:17][CH2:16][C:15]2=[O:19])[CH:11]=[CH:10][C:9]=1[OH:20])[C:2]1[CH:7]=[CH:6][CH:5]=[CH:4][CH:3]=1.C1C=CC(N([S:28]([C:31]([F:34])([F:33])[F:32])(=[O:30])=[O:29])[S:28]([C:31]([F:34])([F:33])[F:32])(=[O:30])=[O:29])=CC=1.C(N(CC)CC)C. (3) Given the product [CH2:1]([C:3]1[C:12]([CH3:13])=[C:11]([OH:14])[C:10]2[C:5](=[CH:6][C:7]([F:21])=[C:8]([F:20])[CH:9]=2)[N:4]=1)[CH3:2], predict the reactants needed to synthesize it. The reactants are: [CH2:1]([C:3]1[C:12]([CH3:13])=[C:11]([O:14]C(C2CC2)=O)[C:10]2[C:5](=[CH:6][C:7]([F:21])=[C:8]([F:20])[CH:9]=2)[N:4]=1)[CH3:2].[OH-].[Na+].Cl. (4) The reactants are: ClC1C=C(OC)C(NS(C2C=NN(C)C=2)(=O)=O)=NC=1.[C:20]1([S:26](Cl)(=[O:28])=[O:27])[CH:25]=[CH:24][CH:23]=[CH:22][CH:21]=1.CN1C=C(S(Cl)(=O)=O)C=N1.[NH2:40][C:41]1[N:46]=[CH:45][C:44]([C:47]([O:49][CH3:50])=[O:48])=[CH:43][C:42]=1[O:51][CH3:52].ClC1C=C(OC)C(N)=NC=1. Given the product [C:20]1([S:26]([NH:40][C:41]2[N:46]=[CH:45][C:44]([C:47]([O:49][CH3:50])=[O:48])=[CH:43][C:42]=2[O:51][CH3:52])(=[O:28])=[O:27])[CH:25]=[CH:24][CH:23]=[CH:22][CH:21]=1, predict the reactants needed to synthesize it. (5) Given the product [CH:10]12[CH2:15][CH:13]([CH:12]=[CH:11]1)[CH2:14][CH:9]2[CH2:8][O:7][CH2:6][CH2:5][CH2:4][CH2:3][CH2:2][P:19](=[O:23])([O:20][CH2:21][CH3:22])[O:18][CH2:16][CH3:17], predict the reactants needed to synthesize it. The reactants are: Br[CH2:2][CH2:3][CH2:4][CH2:5][CH2:6][O:7][CH2:8][CH:9]1[CH2:14][CH:13]2[CH2:15][CH:10]1[CH:11]=[CH:12]2.[CH2:16]([O:18][P:19]([O:23]CC)[O:20][CH2:21][CH3:22])[CH3:17]. (6) Given the product [CH3:4][O:5][C:6]1[CH:11]=[CH:10][C:9]([NH:12][NH:13][C:21](=[O:26])[C:22]([CH3:25])([CH3:24])[CH3:23])=[CH:8][CH:7]=1, predict the reactants needed to synthesize it. The reactants are: ClCCl.[CH3:4][O:5][C:6]1[CH:11]=[CH:10][C:9]([NH:12][NH2:13])=[CH:8][CH:7]=1.C(N(CC)CC)C.[C:21](Cl)(=[O:26])[C:22]([CH3:25])([CH3:24])[CH3:23]. (7) Given the product [C:16]([OH:21])([C:17]([F:20])([F:19])[F:18])=[O:3].[Cl:6][C:7]1[CH:8]=[CH:9][C:10]2[N:11]([C:13]([CH:16]([C:22]3[CH:23]=[C:24]4[C:29](=[CH:30][CH:31]=3)[N:28]=[CH:27][CH:26]=[CH:25]4)[C:17]([F:18])([F:19])[F:20])=[CH:14][N:15]=2)[N:12]=1, predict the reactants needed to synthesize it. The reactants are: II.[OH:3][PH2]=O.[Cl:6][C:7]1[CH:8]=[CH:9][C:10]2[N:11]([C:13]([C:16]([C:22]3[CH:23]=[C:24]4[C:29](=[CH:30][CH:31]=3)[N:28]=[CH:27][CH:26]=[CH:25]4)([OH:21])[C:17]([F:20])([F:19])[F:18])=[CH:14][N:15]=2)[N:12]=1. (8) Given the product [CH3:13][C:14]1[CH:19]=[C:18]([O:20][CH3:21])[CH:17]=[CH:16][C:15]=1[C:2]1[C:11]2[C:6](=[CH:7][CH:8]=[CH:9][C:10]=2[C:15]2[CH:16]=[CH:17][C:18]([O:20][CH3:21])=[CH:19][C:14]=2[CH3:13])[CH:5]=[CH:4][CH:3]=1, predict the reactants needed to synthesize it. The reactants are: Br[C:2]1[C:11]2[C:6](=[CH:7][CH:8]=[CH:9][C:10]=2Br)[CH:5]=[CH:4][CH:3]=1.[CH3:13][C:14]1[CH:19]=[C:18]([O:20][CH3:21])[CH:17]=[CH:16][C:15]=1B(O)O.[O-]P([O-])([O-])=O.[K+].[K+].[K+]. (9) Given the product [Cl:1][C:2]1[N:7]=[C:6]([CH:11]=[CH2:12])[C:5]([F:9])=[CH:4][N:3]=1, predict the reactants needed to synthesize it. The reactants are: [Cl:1][C:2]1[N:7]=[C:6](Cl)[C:5]([F:9])=[CH:4][N:3]=1.[B-](F)(F)(F)[CH:11]=[CH2:12].[K+].C(Cl)Cl. (10) Given the product [N:7]1([CH2:6][CH2:5][O:4][C:3]2[CH:13]=[CH:14][CH:15]=[CH:16][C:2]=2[N:17]2[CH2:23][CH2:22][CH2:21][NH:20][CH2:19][CH2:18]2)[CH2:12][CH2:11][O:10][CH2:9][CH2:8]1, predict the reactants needed to synthesize it. The reactants are: Br[C:2]1[CH:16]=[CH:15][CH:14]=[CH:13][C:3]=1[O:4][CH2:5][CH2:6][N:7]1[CH2:12][CH2:11][O:10][CH2:9][CH2:8]1.[NH:17]1[CH2:23][CH2:22][CH2:21][NH:20][CH2:19][CH2:18]1.